Dataset: Forward reaction prediction with 1.9M reactions from USPTO patents (1976-2016). Task: Predict the product of the given reaction. (1) Given the reactants I[CH:2]1[CH2:5][O:4][CH2:3]1.[N+:6]([C:9]1[CH:14]=[CH:13][C:12]([CH:15]2[CH2:20][CH2:19][NH:18][CH2:17][CH2:16]2)=[CH:11][CH:10]=1)([O-:8])=[O:7].C(=O)([O-])[O-].[K+].[K+], predict the reaction product. The product is: [N+:6]([C:9]1[CH:14]=[CH:13][C:12]([CH:15]2[CH2:16][CH2:17][N:18]([CH:2]3[CH2:5][O:4][CH2:3]3)[CH2:19][CH2:20]2)=[CH:11][CH:10]=1)([O-:8])=[O:7]. (2) Given the reactants [NH2:1][C:2]1[N:7]=[C:6]([Cl:8])[C:5]([NH2:9])=[C:4](Cl)[N:3]=1.[NH2:11][C@H:12]1[CH2:17][CH2:16][C@H:15]([OH:18])[CH2:14][CH2:13]1.C(=O)(O)[O-].[Na+], predict the reaction product. The product is: [NH2:1][C:2]1[N:3]=[C:4]([NH:11][C@H:12]2[CH2:17][CH2:16][C@H:15]([OH:18])[CH2:14][CH2:13]2)[C:5]([NH2:9])=[C:6]([Cl:8])[N:7]=1.